This data is from Forward reaction prediction with 1.9M reactions from USPTO patents (1976-2016). The task is: Predict the product of the given reaction. (1) Given the reactants [NH2:1][C@H:2]1[CH2:6][CH2:5][N:4]([C:7]([O:9][C:10]([CH3:13])([CH3:12])[CH3:11])=[O:8])[CH2:3]1.C(N(CC)CC)C.[Br:21][CH2:22][C:23](Br)=[O:24].Cl, predict the reaction product. The product is: [Br:21][CH2:22][C:23]([NH:1][C@H:2]1[CH2:6][CH2:5][N:4]([C:7]([O:9][C:10]([CH3:13])([CH3:12])[CH3:11])=[O:8])[CH2:3]1)=[O:24]. (2) Given the reactants [C:1]([Si:5]([CH3:25])([CH3:24])[O:6][CH2:7][CH2:8][CH:9]=[CH:10][Sn](CCCC)(CCCC)CCCC)([CH3:4])([CH3:3])[CH3:2].OS(C(F)(F)F)(=O)=O.[C:34]([C:36]1[CH:41]=[CH:40][C:39]([C:42]2[CH:47]=[CH:46][CH:45]=[CH:44][CH:43]=2)=[CH:38][CH:37]=1)#[N:35], predict the reaction product. The product is: [C:1]([Si:5]([CH3:24])([CH3:25])[O:6][CH2:7][CH2:8][CH:9]=[CH:10][C:45]1[CH:44]=[CH:43][C:42]([C:39]2[CH:38]=[CH:37][C:36]([C:34]#[N:35])=[CH:41][CH:40]=2)=[CH:47][CH:46]=1)([CH3:2])([CH3:3])[CH3:4].[NH3:35]. (3) Given the reactants [H-].[Na+].[C:3]([O:7][C:8]([N:10]1[CH2:14][CH2:13][C@@H:12]([OH:15])[CH2:11]1)=[O:9])([CH3:6])([CH3:5])[CH3:4].[CH3:16]I, predict the reaction product. The product is: [C:3]([O:7][C:8]([N:10]1[CH2:14][CH2:13][C@@H:12]([O:15][CH3:16])[CH2:11]1)=[O:9])([CH3:6])([CH3:4])[CH3:5].